Dataset: CYP2C9 inhibition data for predicting drug metabolism from PubChem BioAssay. Task: Regression/Classification. Given a drug SMILES string, predict its absorption, distribution, metabolism, or excretion properties. Task type varies by dataset: regression for continuous measurements (e.g., permeability, clearance, half-life) or binary classification for categorical outcomes (e.g., BBB penetration, CYP inhibition). Dataset: cyp2c9_veith. The drug is CCNC(=S)NNC(=O)c1csc2ccccc12. The result is 0 (non-inhibitor).